This data is from Full USPTO retrosynthesis dataset with 1.9M reactions from patents (1976-2016). The task is: Predict the reactants needed to synthesize the given product. (1) The reactants are: [CH2:1]([NH:3][C:4]1[CH:9]=[C:8]([O:10][CH3:11])[C:7]([O:12][CH3:13])=[CH:6][C:5]=1[C@@H:14]1[CH2:23][CH2:22][C:21]2[CH:20]=[C:19]([O:24][C:25](=[O:30])[C:26]([CH3:29])([CH3:28])[CH3:27])[CH:18]=[CH:17][C:16]=2[CH2:15]1)[CH3:2].[CH:31]([C:33]1[CH:38]=[CH:37][C:36]([CH2:39][C:40]([OH:42])=[O:41])=[CH:35][CH:34]=1)=O. Given the product [C:40]([CH2:39][C:36]1[CH:37]=[CH:38][C:33]([CH2:31][CH2:2][CH2:1][NH:3][C:4]2[CH:9]=[C:8]([O:10][CH3:11])[C:7]([O:12][CH3:13])=[CH:6][C:5]=2[C@@H:14]2[CH2:23][CH2:22][C:21]3[CH:20]=[C:19]([O:24][C:25](=[O:30])[C:26]([CH3:29])([CH3:28])[CH3:27])[CH:18]=[CH:17][C:16]=3[CH2:15]2)=[CH:34][CH:35]=1)([OH:42])=[O:41], predict the reactants needed to synthesize it. (2) Given the product [C:32]([NH:36][C:37](=[O:51])[C:38]1[CH:43]=[CH:42][CH:41]=[C:40]([CH2:44][N:45]2[CH2:46][CH2:47][N:48]([C:22](=[O:24])[C:21]3[CH:25]=[CH:26][C:27]([N+:29]([O-:31])=[O:30])=[CH:28][C:20]=3[Cl:19])[CH2:49][CH2:50]2)[CH:39]=1)([CH3:35])([CH3:33])[CH3:34], predict the reactants needed to synthesize it. The reactants are: CCCP1(OP(CCC)(=O)OP(CCC)(=O)O1)=O.[Cl:19][C:20]1[CH:28]=[C:27]([N+:29]([O-:31])=[O:30])[CH:26]=[CH:25][C:21]=1[C:22]([OH:24])=O.[C:32]([NH:36][C:37](=[O:51])[C:38]1[CH:43]=[CH:42][CH:41]=[C:40]([CH2:44][N:45]2[CH2:50][CH2:49][NH:48][CH2:47][CH2:46]2)[CH:39]=1)([CH3:35])([CH3:34])[CH3:33].C(N(CC)CC)C. (3) Given the product [CH3:35][C:36]1([CH3:50])[O:40][C@H:39]([CH2:41][O:42][C:43]2[CH:48]=[CH:47][N:46]=[C:45]([NH:49][C:24]([N:14]3[C@@H:15]4[CH2:19][N:18]([CH2:17][CH2:16]4)[C:12]4[CH:11]=[CH:10][C:9]([C:5]5[CH:6]=[CH:7][CH:8]=[C:3]([C:2]([F:21])([F:1])[F:22])[CH:4]=5)=[N:20][C:13]3=4)=[O:26])[CH:44]=2)[CH2:38][O:37]1, predict the reactants needed to synthesize it. The reactants are: [F:1][C:2]([F:22])([F:21])[C:3]1[CH:4]=[C:5]([C:9]2[CH:10]=[CH:11][C:12]3[N:18]4[CH2:19][C@@H:15]([CH2:16][CH2:17]4)[NH:14][C:13]=3[N:20]=2)[CH:6]=[CH:7][CH:8]=1.Cl[C:24](Cl)([O:26]C(=O)OC(Cl)(Cl)Cl)Cl.[CH3:35][C:36]1([CH3:50])[O:40][C@H:39]([CH2:41][O:42][C:43]2[CH:48]=[CH:47][N:46]=[C:45]([NH2:49])[CH:44]=2)[CH2:38][O:37]1.O.